Dataset: Full USPTO retrosynthesis dataset with 1.9M reactions from patents (1976-2016). Task: Predict the reactants needed to synthesize the given product. (1) Given the product [C:12]([NH:1][C@H:2]1[CH2:6][CH2:5][C@@H:4]([C:7]([OH:9])=[O:8])[CH2:3]1)(=[O:15])[CH2:13][CH3:14], predict the reactants needed to synthesize it. The reactants are: [NH2:1][C@H:2]1[CH2:6][CH2:5][C@@H:4]([C:7]([OH:9])=[O:8])[CH2:3]1.[OH-].[Na+].[C:12](Cl)(=[O:15])[CH2:13][CH3:14]. (2) Given the product [CH2:28]([C:15]1[C:14]2[C:18](=[CH:19][CH:20]=[C:12]([C:9]3[CH:10]=[CH:11][C:6]([O:5][CH2:4][C:3]([OH:35])=[O:2])=[CH:7][CH:8]=3)[CH:13]=2)[N:17]([CH3:21])[C:16]=1[C:22]1[CH:27]=[CH:26][CH:25]=[CH:24][CH:23]=1)[C:29]1[CH:30]=[CH:31][CH:32]=[CH:33][CH:34]=1, predict the reactants needed to synthesize it. The reactants are: C[O:2][C:3](=[O:35])[CH2:4][O:5][C:6]1[CH:11]=[CH:10][C:9]([C:12]2[CH:13]=[C:14]3[C:18](=[CH:19][CH:20]=2)[N:17]([CH3:21])[C:16]([C:22]2[CH:27]=[CH:26][CH:25]=[CH:24][CH:23]=2)=[C:15]3[CH2:28][C:29]2[CH:34]=[CH:33][CH:32]=[CH:31][CH:30]=2)=[CH:8][CH:7]=1.[OH-].[K+]. (3) Given the product [Br:26][CH2:27][CH2:28][CH2:29][O:22][C:19]1[CH:20]=[CH:21][C:16]([CH2:15][N:12]2[C:11]([O:23][CH3:24])=[N:10][C:9]3[C:13]2=[N:14][C:6]([O:5][CH2:1][CH2:2][CH2:3][CH3:4])=[N:7][C:8]=3[NH2:25])=[CH:17][CH:18]=1, predict the reactants needed to synthesize it. The reactants are: [CH2:1]([O:5][C:6]1[N:14]=[C:13]2[C:9]([N:10]=[C:11]([O:23][CH3:24])[N:12]2[CH2:15][C:16]2[CH:21]=[CH:20][C:19]([OH:22])=[CH:18][CH:17]=2)=[C:8]([NH2:25])[N:7]=1)[CH2:2][CH2:3][CH3:4].[Br:26][CH2:27][CH2:28][CH2:29]Br.C(=O)([O-])[O-].[K+].[K+]. (4) Given the product [Cl:12][C:13]1[CH:18]=[CH:17][CH:16]=[CH:15][C:14]=1[NH:19][C:20](=[O:34])[NH:21][C:22]1[CH:27]=[CH:26][C:25]([CH2:28][C:29]([N:43]2[CH2:42][CH2:41][CH2:40][CH:45]2[CH2:1][O:2][C:3]2[CH:8]=[CH:7][C:6]([C:9]([O:11][CH3:47])=[O:10])=[CH:5][N:4]=2)=[O:31])=[CH:24][C:23]=1[O:32][CH3:33], predict the reactants needed to synthesize it. The reactants are: [CH3:1][O:2][C:3]1[CH:8]=[CH:7][C:6]([C:9]([O-:11])=[O:10])=[CH:5][N:4]=1.[Cl:12][C:13]1[CH:18]=[CH:17][CH:16]=[CH:15][C:14]=1[NH:19][C:20](=[O:34])[NH:21][C:22]1[CH:27]=[CH:26][C:25]([CH2:28][C:29]([OH:31])=O)=[CH:24][C:23]=1[O:32][CH3:33].CCN=C=N[CH2:40][CH2:41][CH2:42][N:43]([CH3:45])C.Cl.[CH3:47]N(C=O)C. (5) Given the product [C:34]([O-:36])(=[O:35])[CH3:33].[NH4+:3].[F:22][C:23]1[C:24]2[N:25]([N:47]=[C:48]([C:54]3[CH:59]=[CH:58][C:57]([F:60])=[CH:56][CH:55]=3)[C:49]=2[C:50]([NH:51][CH3:52])=[O:53])[CH:26]=[CH:27][C:28]=1[C:29]1[C:30]([CH3:46])=[N:31][C:32]([O:38][CH2:39][CH:40]2[CH2:41][CH2:42][O:43][CH2:44][CH2:45]2)=[C:33]([C:34](=[O:35])[NH:12][C:9]2([C:4]3[CH:5]=[CH:6][CH:7]=[CH:8][N:3]=3)[CH2:11][CH2:10]2)[CH:37]=1, predict the reactants needed to synthesize it. The reactants are: Cl.Cl.[N:3]1[CH:8]=[CH:7][CH:6]=[CH:5][C:4]=1[C:9]1([NH2:12])[CH2:11][CH2:10]1.C(N(C(C)C)CC)(C)C.[F:22][C:23]1[C:24]2[N:25]([N:47]=[C:48]([C:54]3[CH:59]=[CH:58][C:57]([F:60])=[CH:56][CH:55]=3)[C:49]=2[C:50](=[O:53])[NH:51][CH3:52])[CH:26]=[CH:27][C:28]=1[C:29]1[C:30]([CH3:46])=[N:31][C:32]([O:38][CH2:39][CH:40]2[CH2:45][CH2:44][O:43][CH2:42][CH2:41]2)=[C:33]([CH:37]=1)[C:34]([OH:36])=[O:35].CN(C(ON1N=NC2C=CC=NC1=2)=[N+](C)C)C.F[P-](F)(F)(F)(F)F.